From a dataset of Peptide-MHC class I binding affinity with 185,985 pairs from IEDB/IMGT. Regression. Given a peptide amino acid sequence and an MHC pseudo amino acid sequence, predict their binding affinity value. This is MHC class I binding data. (1) The peptide sequence is FQKDAKVLF. The MHC is HLA-A69:01 with pseudo-sequence HLA-A69:01. The binding affinity (normalized) is 0.0847. (2) The peptide sequence is SIQDNQVAY. The MHC is HLA-B46:01 with pseudo-sequence HLA-B46:01. The binding affinity (normalized) is 0.0863. (3) The peptide sequence is RYICPVQQI. The MHC is HLA-B27:05 with pseudo-sequence HLA-B27:05. The binding affinity (normalized) is 0.0847. (4) The peptide sequence is SYIRYFTVF. The MHC is HLA-A26:01 with pseudo-sequence HLA-A26:01. The binding affinity (normalized) is 0.0847. (5) The peptide sequence is WMACHSAAF. The MHC is HLA-A02:03 with pseudo-sequence HLA-A02:03. The binding affinity (normalized) is 0.936.